Dataset: Reaction yield outcomes from USPTO patents with 853,638 reactions. Task: Predict the reaction yield, written as a fraction of the theoretical maximum amount of product (1.0 means a 100% yield; for example, 0.34 means a 34% yield). The reactants are [C:1]([C:5]1[CH:23]=[CH:22][C:8]([C:9]([NH:11][C:12]2[N:13]=[C:14]3[CH:19]=[CH:18][C:17](Cl)=[N:16][N:15]3[CH:21]=2)=[O:10])=[CH:7][CH:6]=1)([CH3:4])([CH3:3])[CH3:2].C([Sn](CCCC)(CCCC)[C:29]([O:31]CC)=[CH2:30])CCC.[F-].[K+]. The catalyst is CN(C)C=O.O.CO.C(Cl)Cl.Cl.Cl[Pd](Cl)([P](C1C=CC=CC=1)(C1C=CC=CC=1)C1C=CC=CC=1)[P](C1C=CC=CC=1)(C1C=CC=CC=1)C1C=CC=CC=1. The product is [C:29]([C:17]1[CH:18]=[CH:19][C:14]2[N:15]([CH:21]=[C:12]([NH:11][C:9](=[O:10])[C:8]3[CH:22]=[CH:23][C:5]([C:1]([CH3:4])([CH3:3])[CH3:2])=[CH:6][CH:7]=3)[N:13]=2)[N:16]=1)(=[O:31])[CH3:30]. The yield is 0.720.